This data is from Catalyst prediction with 721,799 reactions and 888 catalyst types from USPTO. The task is: Predict which catalyst facilitates the given reaction. (1) Reactant: [OH:1][C:2]1[C:9]([N+:10]([O-])=O)=[CH:8][C:5]([C:6]#[N:7])=[CH:4][C:3]=1[C:13]([CH3:15])=[CH2:14]. Product: [NH2:10][C:9]1[CH:8]=[C:5]([CH:4]=[C:3]([CH:13]([CH3:15])[CH3:14])[C:2]=1[OH:1])[C:6]#[N:7]. The catalyst class is: 78. (2) Reactant: CN(C)/[CH:3]=[CH:4]/[C:5](=[C:19]([C:22]#[N:23])[C:20]#[N:21])[C:6]1[CH:15]=[CH:14][C:13]2[C:8](=[CH:9][CH:10]=[C:11]([N:16]([CH3:18])[CH3:17])[CH:12]=2)[CH:7]=1.[CH2:25]([O:27][CH:28]([O:31][CH2:32][CH3:33])[CH2:29][NH2:30])[CH3:26]. Product: [CH2:25]([O:27][CH:28]([O:31][CH2:32][CH3:33])[CH2:29][NH:30]/[CH:3]=[CH:4]\[C:5](=[C:19]([C:20]#[N:21])[C:22]#[N:23])[C:6]1[CH:15]=[CH:14][C:13]2[C:8](=[CH:9][CH:10]=[C:11]([N:16]([CH3:17])[CH3:18])[CH:12]=2)[CH:7]=1)[CH3:26]. The catalyst class is: 5. (3) Reactant: [Cl:1][C:2]1[CH:7]=[CH:6][CH:5]=[CH:4][C:3]=1[C@@H:8]1[CH2:10][C@H:9]1[C:11](=O)[CH3:12].N1C=CC=CC=1.Cl.[CH3:21][O:22][NH2:23]. Product: [CH3:21][O:22][N:23]=[C:11]([C@@H:9]1[CH2:10][C@H:8]1[C:3]1[CH:4]=[CH:5][CH:6]=[CH:7][C:2]=1[Cl:1])[CH3:12]. The catalyst class is: 24. (4) Reactant: [CH3:1][C:2]1[CH:7]=[CH:6][C:5]2[N:8]([CH2:16][CH2:17][C:18]3[CH:23]=[CH:22][C:21]([CH3:24])=[N:20][CH:19]=3)[C:9]3[CH2:14][CH2:13][N:12]([CH3:15])[CH2:11][C:10]=3[C:4]=2[CH:3]=1.C1C=C(Cl)C=C(C(OO)=[O:33])C=1. Product: [CH3:15][N+:12]1([O-:33])[CH2:13][CH2:14][C:9]2[N:8]([CH2:16][CH2:17][C:18]3[CH:19]=[N:20][C:21]([CH3:24])=[CH:22][CH:23]=3)[C:5]3[CH:6]=[CH:7][C:2]([CH3:1])=[CH:3][C:4]=3[C:10]=2[CH2:11]1. The catalyst class is: 4. (5) Reactant: Cl[C:2]1[N:3]=[C:4]2[N:12]([CH2:13][C:14]([C:16]3[C:17]([CH3:22])=[N:18][O:19][C:20]=3[CH3:21])=[O:15])[C@H:11]([C:23]([F:26])([F:25])[F:24])[CH2:10][CH2:9][N:5]2[C:6](=[O:8])[CH:7]=1.Cl.[C@H:28]12[CH2:34][C@H:31]([NH:32][CH2:33]1)[CH2:30][O:29]2.C(N(CC)CC)C. Product: [CH3:22][C:17]1[C:16]([C:14](=[O:15])[CH2:13][N:12]2[C:4]3=[N:3][C:2]([N:32]4[CH2:33][C@@H:28]5[CH2:34][C@H:31]4[CH2:30][O:29]5)=[CH:7][C:6](=[O:8])[N:5]3[CH2:9][CH2:10][C@H:11]2[C:23]([F:26])([F:25])[F:24])=[C:20]([CH3:21])[O:19][N:18]=1. The catalyst class is: 6. (6) Reactant: [Br:1][C:2]1[C:3]([C:14](=[S:16])[NH2:15])=[CH:4][C:5]([NH:8][C:9]([NH:11][CH2:12][CH3:13])=[O:10])=[N:6][CH:7]=1.Br[CH2:18][C:19]([C:21]1[CH:22]=[N:23][N:24]([CH3:26])[CH:25]=1)=O. Product: [Br:1][C:2]1[C:3]([C:14]2[S:16][CH:18]=[C:19]([C:21]3[CH:22]=[N:23][N:24]([CH3:26])[CH:25]=3)[N:15]=2)=[CH:4][C:5]([NH:8][C:9]([NH:11][CH2:12][CH3:13])=[O:10])=[N:6][CH:7]=1. The catalyst class is: 14. (7) Reactant: [Br:1][C:2]1[CH:3]=[CH:4][C:5]2[C:9]3[CH:10]=[CH:11][C:12]([N+:14]([O-])=O)=[CH:13][C:8]=3[S:7](=O)[C:6]=2[CH:18]=1.C(O)(=O)C. Product: [Br:1][C:2]1[CH:3]=[CH:4][C:5]2[C:9]3[CH:10]=[CH:11][C:12]([NH2:14])=[CH:13][C:8]=3[S:7][C:6]=2[CH:18]=1. The catalyst class is: 33.